Task: Predict the product of the given reaction.. Dataset: Forward reaction prediction with 1.9M reactions from USPTO patents (1976-2016) (1) Given the reactants [Cl:1][C:2]1[C:3]([CH3:25])=[CH:4][C:5]2[NH:9][C:8](=[O:10])[N:7]([CH:11]3[CH2:16][CH2:15][N:14](C(OC(C)(C)C)=O)[CH2:13][CH2:12]3)[C:6]=2[CH:24]=1.[ClH:26], predict the reaction product. The product is: [ClH:1].[Cl:1][C:2]1[C:3]([CH3:25])=[CH:4][C:5]2[NH:9][C:8](=[O:10])[N:7]([CH:11]3[CH2:12][CH2:13][NH:14][CH2:15][CH2:16]3)[C:6]=2[CH:24]=1.[ClH:26]. (2) Given the reactants [Cl:1][C:2]1[CH:7]=[C:6]([OH:8])[CH:5]=[CH:4][C:3]=1[CH:9]([OH:13])[C:10]([OH:12])=[O:11].CO[C:16](OC)([CH3:18])[CH3:17], predict the reaction product. The product is: [Cl:1][C:2]1[CH:7]=[C:6]([OH:8])[CH:5]=[CH:4][C:3]=1[CH:9]1[O:13][C:16]([CH3:18])([CH3:17])[O:11][C:10]1=[O:12]. (3) The product is: [Cl:36][C:30]1[C:29]([CH2:28][N:1]2[C:9]3[C:4](=[CH:5][CH:6]=[CH:7][CH:8]=3)[C:3]([C:10]3[N:15]=[C:14]([NH:16][C:17]4[CH:22]=[CH:21][N:20]=[CH:19][CH:18]=4)[C:13]([O:23][CH3:24])=[CH:12][N:11]=3)=[N:2]2)=[C:34]([Cl:35])[CH:33]=[CH:32][N:31]=1. Given the reactants [NH:1]1[C:9]2[C:4](=[CH:5][CH:6]=[CH:7][CH:8]=2)[C:3]([C:10]2[N:15]=[C:14]([NH:16][C:17]3[CH:22]=[CH:21][N:20]=[CH:19][CH:18]=3)[C:13]([O:23][CH3:24])=[CH:12][N:11]=2)=[N:2]1.[H-].[Na+].Br[CH2:28][C:29]1[C:30]([Cl:36])=[N:31][CH:32]=[CH:33][C:34]=1[Cl:35].O, predict the reaction product. (4) Given the reactants Br[C:2]1[S:3][C:4]([CH2:7][O:8][CH3:9])=[CH:5][CH:6]=1.C([Li])CCC.CN(C)[CH:17]=[O:18].Cl, predict the reaction product. The product is: [CH3:9][O:8][CH2:7][C:4]1[S:3][C:2]([CH:17]=[O:18])=[CH:6][CH:5]=1. (5) The product is: [S:2]([OH:5])(=[O:4])(=[O:3])[CH3:1].[CH3:6][C:7]1[N:11]([C:12]2[CH:17]=[CH:16][C:15]([C:18]([F:20])([F:21])[F:19])=[CH:14][N:13]=2)[N:10]=[CH:9][C:8]=1[C:22]([NH:24][C:25]1[CH:26]=[N:27][C:28]([C@H:31]2[CH2:32][CH2:33][C@H:34]([N:37]3[CH2:38][CH2:39][O:40][CH2:41][CH2:42]3)[CH2:35][CH2:36]2)=[CH:29][CH:30]=1)=[O:23]. Given the reactants [CH3:1][S:2]([OH:5])(=[O:4])=[O:3].[CH3:6][C:7]1[N:11]([C:12]2[CH:17]=[CH:16][C:15]([C:18]([F:21])([F:20])[F:19])=[CH:14][N:13]=2)[N:10]=[CH:9][C:8]=1[C:22]([NH:24][C:25]1[CH:26]=[N:27][C:28]([C@H:31]2[CH2:36][CH2:35][C@H:34]([N:37]3[CH2:42][CH2:41][O:40][CH2:39][CH2:38]3)[CH2:33][CH2:32]2)=[CH:29][CH:30]=1)=[O:23], predict the reaction product. (6) The product is: [NH2:11][CH2:14][CH2:15][CH2:16][O:17][C:18]1[CH:19]=[C:20]2[C:25](=[CH:26][C:27]=1[O:28][CH3:29])[C:24](=[O:30])[N:23]([CH2:31][CH2:32][CH2:33][N:34]1[CH2:35][CH2:36][O:37][CH2:38][CH2:39]1)[C:22]1[C:40]3[CH:41]=[C:42]4[O:50][CH2:49][O:48][C:43]4=[CH:44][C:45]=3[C:46](=[O:47])[C:21]2=1. Given the reactants P(OCC)(OCC)OCC.[N:11]([CH2:14][CH2:15][CH2:16][O:17][C:18]1[CH:19]=[C:20]2[C:25](=[CH:26][C:27]=1[O:28][CH3:29])[C:24](=[O:30])[N:23]([CH2:31][CH2:32][CH2:33][N:34]1[CH2:39][CH2:38][O:37][CH2:36][CH2:35]1)[C:22]1[C:40]3[CH:41]=[C:42]4[O:50][CH2:49][O:48][C:43]4=[CH:44][C:45]=3[C:46](=[O:47])[C:21]2=1)=[N+]=[N-], predict the reaction product. (7) Given the reactants [CH2:1]([O:3][C:4]([C:6]1(O)[CH2:10][N:9]([C:11]2[CH:16]=[CH:15][C:14]([CH3:17])=[CH:13][CH:12]=2)[C:8]([C:18]2[CH:23]=[CH:22][CH:21]=[CH:20][C:19]=2[O:24][CH3:25])=[N:7]1)=[O:5])[CH3:2].C1(C)C=CC(S(O)(=O)=O)=CC=1, predict the reaction product. The product is: [CH2:1]([O:3][C:4]([C:6]1[N:7]=[C:8]([C:18]2[CH:23]=[CH:22][CH:21]=[CH:20][C:19]=2[O:24][CH3:25])[N:9]([C:11]2[CH:16]=[CH:15][C:14]([CH3:17])=[CH:13][CH:12]=2)[CH:10]=1)=[O:5])[CH3:2].